This data is from Experimentally validated miRNA-target interactions with 360,000+ pairs, plus equal number of negative samples. The task is: Binary Classification. Given a miRNA mature sequence and a target amino acid sequence, predict their likelihood of interaction. The protein sequence of the target gene is MPERLAEMLLDLWTPLIILWITLPPCIYMAPMNQSQVLMSGSPLELNSLGEEQRILNRSKRGWVWNQMFVLEEFSGPEPILVGRLHTDLDPGSKKIKYILSGDGAGTIFQINDVTGDIHAIKRLDREEKAEYTLTAQAVDWETSKPLEPPSEFIIKVQDINDNAPEFLNGPYHATVPEMSILGTSVTNVTATDADDPVYGNSAKLVYSILEGQPYFSIEPETAIIKTALPNMDREAKEEYLVVIQAKDMGGHSGGLSGTTTLTVTLTDVNDNPPKFAQSLYHFSVPEDVVLGTAIGRVKA.... The miRNA is hsa-miR-4659b-3p with sequence UUUCUUCUUAGACAUGGCAGCU. Result: 1 (interaction).